From a dataset of Peptide-MHC class II binding affinity with 134,281 pairs from IEDB. Regression. Given a peptide amino acid sequence and an MHC pseudo amino acid sequence, predict their binding affinity value. This is MHC class II binding data. (1) The peptide sequence is LDAAYSVAYKAAVGA. The MHC is DRB3_0101 with pseudo-sequence DRB3_0101. The binding affinity (normalized) is 0.161. (2) The peptide sequence is ITNHAAFSTPGAGLS. The MHC is H-2-IAb with pseudo-sequence H-2-IAb. The binding affinity (normalized) is 0.820. (3) The peptide sequence is YDKFLANVSTVLTGH. The MHC is DRB1_1602 with pseudo-sequence DRB1_1602. The binding affinity (normalized) is 0.759. (4) The peptide sequence is MDYFIRMWNQAALAM. The MHC is HLA-DQA10101-DQB10501 with pseudo-sequence HLA-DQA10101-DQB10501. The binding affinity (normalized) is 0.792.